This data is from Drug-target binding data from BindingDB using IC50 measurements. The task is: Regression. Given a target protein amino acid sequence and a drug SMILES string, predict the binding affinity score between them. We predict pIC50 (pIC50 = -log10(IC50 in M); higher means more potent). Dataset: bindingdb_ic50. (1) The small molecule is CC(=O)O[C@H]1C(=O)C2=C([C@@H](O)C[C@@H]3[C@]2(C)CCC(=O)[C@@]3(C)COC(=O)C[C@@](C)(O)CC(=O)O)[C@]2(C)C(=O)C[C@H]([C@H](C)CC/C=C(\C)C(=O)O)[C@@]12C. The target protein (Q1W675) has sequence MLSRLFRMHGLFVASHPWEVIVGTVTLTICMMSMNMFTGNDKICGWNYECPKFEEDVLSSDIIILTITRCIAILYIYFQFQNLRQLGSKYILGIAGLFTIFSSFVFSTVVIHFLDKELTGLNEALPFFLLLIDLSRASALAKFALSSNSQDEVRENIARGMAILGPTFTLDALVECLVIGVGTMSGVRQLEIMCCFGCMSVLATYFVFMTFFPACVSLVLELSRESREGRPIWQLSHFARVLEGEENKPNPVTQRVKIIMSLGLVLVHAHSRWIADPSPQNSTADNSKVSLGLDENVSKRIEPSVSLWQFYLSKMISMDIEQVITLTLALLLAVKYIFFEQAETESTLSLKNPITSPVVTQKKVTDDCCRREPTLVRNDQKFHTVEEEARINRERKVEVIKPLVAETDTSSRPTFVVGNSTLDSSLELEMQEPEIQIPSEPRPNEECLQILGNAEKGAKFLSDAEIIQLVNAKHIPAYKLETLMETHERGVSIRRQLLSK.... The pIC50 is 4.6. (2) The small molecule is c1cc2c(cc1-c1cnn(C3CCCCO3)c1)CCCN2CC1CCNCC1. The pIC50 is 5.0. The target protein sequence is MERIVICLMVIFLGTLVHKSSSQGQDRHMIRMRQLIDIVDQLKNYVNDLVPEFLPAPEDVETNCEWSAFSCFQKAQLKSANTGNNERIINVSIKKLKRKPPSTNAGRRQKHRLTCPSCDSYEKKPPKEFLERFKSLLQKMIHQHLSSRTHGSEDS. (3) The compound is COc1ccc(C2=NOC(C(=O)Nc3nccs3)C2)cc1. The target protein (P0A725) has sequence MIKQRTLKRIVQATGVGLHTGKKVTLTLRPAPANTGVIYRRTDLNPPVDFPADAKSVRDTMLCTCLVNEHDVRISTVEHLNAALAGLGIDNIVIEVNAPEIPIMDGSAAPFVYLLLDAGIDELNCAKKFVRIKETVRVEDGDKWAEFKPYNGFSLDFTIDFNHPAIDSSNQRYAMNFSADAFMRQISRARTFGFMRDIEYLQSRGLCLGGSFDCAIVVDDYRVLNEDGLRFEDEFVRHKMLDAIGDLFMCGHNIIGAFTAYKSGHALNNKLLQAVLAKQEAWEYVTFQDDAELPLAFKAPSAVLA. The pIC50 is 3.4. (4) The compound is C[C@@H]1COCCN1c1nc(-c2ccc(NC(=O)Nc3ccc(C(=O)N4CCN(C)CC4)cc3)cc2)nc(C2CCOCC2)n1. The target protein (P42346) has sequence MLGTGPATATAGAATSSNVSVLQQFASGLKSRNEETRAKAAKELQHYVTMELREMSQEESTRFYDQLNHHIFELVSSSDANERKGGILAIASLIGVEGGNSTRIGRFANYLRNLLPSSDPVVMEMASKAIGRLAMAGDTFTAEYVEFEVKRALEWLGADRNEGRRHAAVLVLRELAISVPTFFFQQVQPFFDNIFVAVWDPKQAIREGAVAALRACLILTTQREPKEMQKPQWYRHTFEEAEKGFDETLAKEKGMNRDDRIHGALLILNELVRISSMEGERLREEMEEITQQQLVHDKYCKDLMGFGTKPRHITPFTSFQAVQPQQSNALVGLLGYSSHQGLMGFGASPSPTKSTLVESRCCRDLMEEKFDQVCQWVLKCRSSKNSLIQMTILNLLPRLAAFRPSAFTDTQYLQDTMNHVLSCVKKEKERTAAFQALGLLSVAVRSEFKVYLPRVLDIIRAALPPKDFAHKRQKTVQVDATVFTCISMLARAMGPGIQQD.... The pIC50 is 9.0. (5) The small molecule is Cc1nnc(C)n1-c1ccc(O[C@H]2c3ccccc3C[C@@H]2N2CCCC2)cc1. The target protein (P48764) has sequence MWGLGARGPDRGLLLALALGGLARAGGVEVEPGGAHGESGGFQVVTFEWAHVQDPYVIALWILVASLAKIGFHLSHKVTSVVPESALLIVLGLVLGGIVWAADHIASFTLTPTVFFFYLLPPIVLDAGYFMPNRLFFGNLGTILLYAVVGTVWNAATTGLSLYGVFLSGLMGDLQIGLLDFLLFGSLMAAVDPVAVLAVFEEVHVNEVLFIIVFGESLLNDAVTVVLYNVFESFVALGGDNVTGVDCVKGIVSFFVVSLGGTLVGVVFAFLLSLVTRFTKHVRIIEPGFVFIISYLSYLTSEMLSLSAILAITFCGICCQKYVKANISEQSATTVRYTMKMLASSAETIIFMFLGISAVNPFIWTWNTAFVLLTLVFISVYRAIGVVLQTWLLNRYRMVQLEPIDQVVLSYGGLRGAVAFALVVLLDGDKVKEKNLFVSTTIIVVFFTVIFQGLTIKPLVQWLKVKRSEHREPRLNEKLHGRAFDHILSAIEDISGQIGH.... The pIC50 is 6.5.